Dataset: Reaction yield outcomes from USPTO patents with 853,638 reactions. Task: Predict the reaction yield, written as a fraction of the theoretical maximum amount of product (1.0 means a 100% yield; for example, 0.34 means a 34% yield). (1) The reactants are C([Si](C)(C)[O:6][CH2:7][CH2:8][N:9]1[CH:14]=[CH:13][C:12]([NH:15][C:16]([CH:18]2[CH:22]([C:23]3[CH:28]=[CH:27][CH:26]=[C:25]([Cl:29])[C:24]=3[F:30])[C:21]([C:33]3[CH:38]=[CH:37][C:36]([Cl:39])=[CH:35][C:34]=3[F:40])([C:31]#[N:32])[CH:20]([CH2:41][C:42]([CH3:45])([CH3:44])[CH3:43])[NH:19]2)=[O:17])=[CH:11][C:10]1=[O:46])(C)(C)C.Cl. The catalyst is C1COCC1. The product is [OH:6][CH2:7][CH2:8][N:9]1[CH:14]=[CH:13][C:12]([NH:15][C:16]([CH:18]2[CH:22]([C:23]3[CH:28]=[CH:27][CH:26]=[C:25]([Cl:29])[C:24]=3[F:30])[C:21]([C:33]3[CH:38]=[CH:37][C:36]([Cl:39])=[CH:35][C:34]=3[F:40])([C:31]#[N:32])[CH:20]([CH2:41][C:42]([CH3:44])([CH3:43])[CH3:45])[NH:19]2)=[O:17])=[CH:11][C:10]1=[O:46]. The yield is 0.410. (2) The reactants are [N+:1]([C:4]1[CH:5]=[CH:6][CH:7]=[C:8]2[C:13]=1[NH:12][C:11](=[O:14])[CH:10]=[CH:9]2)([O-])=O. The catalyst is [Pd].CO. The product is [NH2:1][C:4]1[CH:5]=[CH:6][CH:7]=[C:8]2[C:13]=1[NH:12][C:11](=[O:14])[CH:10]=[CH:9]2. The yield is 0.530. (3) The reactants are [C:1]1([CH:7]([NH:9][C:10]([C:12]2[S:13][C:14]([C:17]3[CH:22]=[CH:21][N:20]=[C:19]([NH:23][C:24]4[CH:29]=[CH:28][CH:27]=[C:26](Br)[CH:25]=4)[N:18]=3)=[CH:15][CH:16]=2)=[O:11])[CH3:8])[CH:6]=[CH:5][CH:4]=[CH:3][CH:2]=1.[CH3:31][N:32]([CH3:38])[CH:33]1[CH2:37][CH2:36][NH:35][CH2:34]1.C1(P(C2CCCCC2)C2C=CC=CC=2C2C=CC=CC=2N(C)C)CCCCC1. The catalyst is C[Si]([N-][Si](C)(C)C)(C)C.[Li+].C1COCC1.C1C=CC(/C=C/C(/C=C/C2C=CC=CC=2)=O)=CC=1.C1C=CC(/C=C/C(/C=C/C2C=CC=CC=2)=O)=CC=1.C1C=CC(/C=C/C(/C=C/C2C=CC=CC=2)=O)=CC=1.C(Cl)(Cl)Cl.[Pd].[Pd]. The product is [C:1]1([CH:7]([NH:9][C:10]([C:12]2[S:13][C:14]([C:17]3[CH:22]=[CH:21][N:20]=[C:19]([NH:23][C:24]4[CH:29]=[CH:28][CH:27]=[C:26]([N:35]5[CH2:36][CH2:37][CH:33]([N:32]([CH3:38])[CH3:31])[CH2:34]5)[CH:25]=4)[N:18]=3)=[CH:15][CH:16]=2)=[O:11])[CH3:8])[CH:6]=[CH:5][CH:4]=[CH:3][CH:2]=1. The yield is 0.0600. (4) The reactants are [CH2:1]([O:8][C:9]([N:11]1[CH:16]2[CH2:17][CH:18]([CH2:20][C:21]([O:23][CH3:24])=[O:22])[CH2:19][CH:12]1[CH2:13][O:14][CH2:15]2)=[O:10])[C:2]1[CH:7]=[CH:6][CH:5]=[CH:4][CH:3]=1.C1(S(N2C(C3C=CC=CC=3)O2)(=O)=[O:32])C=CC=CC=1. The catalyst is C1COCC1. The product is [CH2:1]([O:8][C:9]([N:11]1[CH:12]2[CH2:19][CH:18]([CH:20]([OH:32])[C:21]([O:23][CH3:24])=[O:22])[CH2:17][CH:16]1[CH2:15][O:14][CH2:13]2)=[O:10])[C:2]1[CH:7]=[CH:6][CH:5]=[CH:4][CH:3]=1. The yield is 0.850. (5) The reactants are [CH3:1][N:2]1[C:10]2[C:5](=[CH:6][CH:7]=[CH:8][CH:9]=2)[CH:4]=[C:3]1[CH2:11][NH:12][CH3:13].CCN(CC)CC.[C:21](Cl)(=[O:24])[CH:22]=[CH2:23]. The catalyst is C(Cl)Cl. The product is [CH3:13][N:12]([CH2:11][C:3]1[N:2]([CH3:1])[C:10]2[C:5]([CH:4]=1)=[CH:6][CH:7]=[CH:8][CH:9]=2)[C:21](=[O:24])[CH:22]=[CH2:23]. The yield is 0.910. (6) The reactants are [CH:1]([C@H:4]1[CH2:8][O:7][C:6](=[O:9])[N:5]1[C:10]1[CH:15]=[CH:14][N:13]=[C:12]([NH:16][C@H:17]([C:19]2[CH:26]=[CH:25][C:22]([CH:23]=O)=[CH:21][CH:20]=2)[CH3:18])[N:11]=1)([CH3:3])[CH3:2].[CH:27]12[N:34]([C:35]([O:37][C:38]([CH3:41])([CH3:40])[CH3:39])=[O:36])[CH2:33][CH:32]1[CH2:31][CH2:30][NH:29][CH2:28]2. No catalyst specified. The product is [CH:1]([C@H:4]1[CH2:8][O:7][C:6](=[O:9])[N:5]1[C:10]1[CH:15]=[CH:14][N:13]=[C:12]([NH:16][C@H:17]([C:19]2[CH:26]=[CH:25][C:22]([CH2:23][N:29]3[CH2:30][CH2:31][CH:32]4[CH:27]([N:34]([C:35]([O:37][C:38]([CH3:41])([CH3:40])[CH3:39])=[O:36])[CH2:33]4)[CH2:28]3)=[CH:21][CH:20]=2)[CH3:18])[N:11]=1)([CH3:2])[CH3:3]. The yield is 0.581.